From a dataset of Catalyst prediction with 721,799 reactions and 888 catalyst types from USPTO. Predict which catalyst facilitates the given reaction. (1) The catalyst class is: 2. Reactant: [CH3:1][O:2][C:3]([C@H:5]1[C@@H:10]([C:11]2[CH:16]=[CH:15][C:14]([OH:17])=[CH:13][CH:12]=2)[CH2:9][CH2:8][O:7][CH2:6]1)=[O:4].C1(C)C=CC(S([O-])(=O)=O)=CC=1.[NH+]1C=CC=CC=1.[O:35]1[CH:40]=[CH:39][CH2:38][CH2:37][CH2:36]1. Product: [CH3:1][O:2][C:3]([C@H:5]1[C@@H:10]([C:11]2[CH:12]=[CH:13][C:14]([O:17][CH:36]3[CH2:37][CH2:38][CH2:39][CH2:40][O:35]3)=[CH:15][CH:16]=2)[CH2:9][CH2:8][O:7][CH2:6]1)=[O:4]. (2) Reactant: [Br:1][C:2]1[CH:3]=[C:4]([S:9]([NH:12][C:13]2[C:14]([O:20]C)=[N:15][CH:16]=[C:17]([Cl:19])[CH:18]=2)(=[O:11])=[O:10])[CH:5]=[N:6][C:7]=1[Cl:8].B(Br)(Br)Br.C(=O)(O)[O-].[Na+]. Product: [Br:1][C:2]1[CH:3]=[C:4]([S:9]([NH:12][C:13]2[C:14]([OH:20])=[N:15][CH:16]=[C:17]([Cl:19])[CH:18]=2)(=[O:10])=[O:11])[CH:5]=[N:6][C:7]=1[Cl:8]. The catalyst class is: 2. (3) Reactant: Cl.[F:2][C:3]1[CH:8]=[C:7]([F:9])[CH:6]=[CH:5][C:4]=1[S:10][CH2:11][CH2:12][CH2:13][O:14]C1CCCCO1. Product: [F:2][C:3]1[CH:8]=[C:7]([F:9])[CH:6]=[CH:5][C:4]=1[S:10][CH2:11][CH2:12][CH2:13][OH:14]. The catalyst class is: 5. (4) Reactant: C(=O)([O-])[O-].[K+].[K+].C([O:10][CH2:11][CH2:12][CH2:13][CH2:14][N:15]1[CH2:20][CH2:19][N:18]([C:21]2[C:29]3[CH:28]=[CH:27][S:26][C:25]=3[CH:24]=[CH:23][CH:22]=2)[CH2:17][CH2:16]1)(=O)C.O. Product: [S:26]1[CH:27]=[CH:28][C:29]2[C:21]([N:18]3[CH2:17][CH2:16][N:15]([CH2:14][CH2:13][CH2:12][CH2:11][OH:10])[CH2:20][CH2:19]3)=[CH:22][CH:23]=[CH:24][C:25]1=2. The catalyst class is: 5. (5) Product: [CH3:13][C:14]([CH3:24])([CH3:23])[C:15]([N:17]1[CH2:22][CH2:21][N:20]([C:2]2[CH:7]=[C:6]([CH3:8])[C:5]([N+:9]([O-:11])=[O:10])=[CH:4][N:3]=2)[CH2:19][CH2:18]1)=[O:16]. Reactant: Cl[C:2]1[CH:7]=[C:6]([CH3:8])[C:5]([N+:9]([O-:11])=[O:10])=[CH:4][N:3]=1.Cl.[CH3:13][C:14]([CH3:24])([CH3:23])[C:15]([N:17]1[CH2:22][CH2:21][NH:20][CH2:19][CH2:18]1)=[O:16].C(N(CC)CC)C. The catalyst class is: 2. (6) Reactant: [NH2:1][C:2]1[S:3][CH:4]=[C:5]([C:7]([NH:9][CH:10]2[CH2:15][CH2:14][N:13]([C:16]([O:18][C:19]([CH3:22])([CH3:21])[CH3:20])=[O:17])[CH2:12][CH2:11]2)=[O:8])[N:6]=1.C(N(CC)CC)C.[F:30][C:31]1[CH:39]=[CH:38][C:34]([C:35](Cl)=[O:36])=[CH:33][CH:32]=1. Product: [F:30][C:31]1[CH:39]=[CH:38][C:34]([C:35]([NH:1][C:2]2[S:3][CH:4]=[C:5]([C:7]([NH:9][CH:10]3[CH2:11][CH2:12][N:13]([C:16]([O:18][C:19]([CH3:22])([CH3:21])[CH3:20])=[O:17])[CH2:14][CH2:15]3)=[O:8])[N:6]=2)=[O:36])=[CH:33][CH:32]=1. The catalyst class is: 7. (7) Reactant: [Cl:1][C:2]1[CH:11]=[C:10]([CH3:12])[C:9]2[C:4](=[CH:5][CH:6]=[C:7]([N+:13]([O-])=O)[CH:8]=2)[N:3]=1. Product: [Cl:1][C:2]1[CH:11]=[C:10]([CH3:12])[C:9]2[C:4](=[CH:5][CH:6]=[C:7]([NH2:13])[CH:8]=2)[N:3]=1. The catalyst class is: 465. (8) The catalyst class is: 3. Reactant: CN(C(ON1N=NC2C=CC=NC1=2)=[N+](C)C)C.F[P-](F)(F)(F)(F)F.[Cl:25][C:26]1[CH:27]=[C:28]([NH:41][C:42]2[N:47]=[CH:46][N:45]=[C:44]3[NH:48][N:49]=[C:50]([O:51][CH2:52][CH2:53][NH:54][CH3:55])[C:43]=23)[CH:29]=[CH:30][C:31]=1[O:32][CH2:33][C:34]1[CH:39]=[CH:38][CH:37]=[C:36]([F:40])[CH:35]=1.[C:56]([OH:60])(=O)[CH2:57][OH:58].CCN(C(C)C)C(C)C. Product: [Cl:25][C:26]1[CH:27]=[C:28]([NH:41][C:42]2[N:47]=[CH:46][N:45]=[C:44]3[NH:48][N:49]=[C:50]([O:51][CH2:52][CH2:53][N:54]([CH3:55])[C:56](=[O:60])[CH2:57][OH:58])[C:43]=23)[CH:29]=[CH:30][C:31]=1[O:32][CH2:33][C:34]1[CH:39]=[CH:38][CH:37]=[C:36]([F:40])[CH:35]=1. (9) Reactant: [CH:1]1([NH:4][C:5](=[O:37])[NH:6][C:7]2[CH:12]=[CH:11][C:10]([C:13]3[N:14]=[C:15]([N:30]4[CH2:35][CH2:34][O:33][CH2:32][C@@H:31]4[CH3:36])[C:16]4[CH2:22][CH2:21][N:20](C(OC(C)(C)C)=O)[CH2:19][C:17]=4[N:18]=3)=[CH:9][CH:8]=2)[CH2:3][CH2:2]1.[C:38]([OH:44])([C:40]([F:43])([F:42])[F:41])=[O:39]. Product: [F:41][C:40]([F:43])([F:42])[C:38]([OH:44])=[O:39].[CH:1]1([NH:4][C:5]([NH:6][C:7]2[CH:8]=[CH:9][C:10]([C:13]3[N:14]=[C:15]([N:30]4[CH2:35][CH2:34][O:33][CH2:32][C@@H:31]4[CH3:36])[C:16]4[CH2:22][CH2:21][NH:20][CH2:19][C:17]=4[N:18]=3)=[CH:11][CH:12]=2)=[O:37])[CH2:2][CH2:3]1. The catalyst class is: 2.